From a dataset of Catalyst prediction with 721,799 reactions and 888 catalyst types from USPTO. Predict which catalyst facilitates the given reaction. (1) Reactant: [CH:1]1([CH2:4][N:5]2[CH2:14][CH2:13][C:12]3[C:7](=[CH:8][CH:9]=[CH:10][C:11]=3[NH:15][CH2:16][C:17]([N:19]([CH2:31][CH2:32][N:33](CC3C=CC(OC)=CC=3)[CH2:34][C:35]([F:38])([F:37])[F:36])[CH2:20][C:21]3[CH:26]=[CH:25][CH:24]=[CH:23][C:22]=3[C:27]([F:30])([F:29])[F:28])=[O:18])[CH2:6]2)[CH2:3][CH2:2]1.CC(O)=O. Product: [CH:1]1([CH2:4][N:5]2[CH2:14][CH2:13][C:12]3[C:7](=[CH:8][CH:9]=[CH:10][C:11]=3[NH:15][CH2:16][C:17]([N:19]([CH2:31][CH2:32][NH:33][CH2:34][C:35]([F:38])([F:36])[F:37])[CH2:20][C:21]3[CH:26]=[CH:25][CH:24]=[CH:23][C:22]=3[C:27]([F:29])([F:30])[F:28])=[O:18])[CH2:6]2)[CH2:3][CH2:2]1. The catalyst class is: 19. (2) Reactant: Cl[C:2]1[CH:7]=[CH:6][N:5]2[N:8]=[CH:9][CH:10]=[C:4]2[N:3]=1.CC1(C)C(C)(C)OB([C:19]2[CH2:24][CH2:23][N:22]([C:25]([O:27][C:28]([CH3:31])([CH3:30])[CH3:29])=[O:26])[CH2:21][CH:20]=2)O1.C(=O)([O-])[O-].[Na+].[Na+].C(Cl)Cl. Product: [N:8]1[N:5]2[CH:6]=[CH:7][C:2]([C:19]3[CH2:24][CH2:23][N:22]([C:25]([O:27][C:28]([CH3:31])([CH3:30])[CH3:29])=[O:26])[CH2:21][CH:20]=3)=[N:3][C:4]2=[CH:10][CH:9]=1. The catalyst class is: 622. (3) Reactant: [C:1]([O:5][C:6]([N:8]1[CH2:13][CH:12]2[CH:10]([O:11]2)[CH2:9]1)=[O:7])([CH3:4])([CH3:3])[CH3:2].[CH3:14][NH2:15]. Product: [C:1]([O:5][C:6]([N:8]1[CH2:13][CH:12]([NH:15][CH3:14])[CH:10]([OH:11])[CH2:9]1)=[O:7])([CH3:4])([CH3:3])[CH3:2]. The catalyst class is: 389. (4) Reactant: [NH2:1][C@H:2]([C:6]1[CH:11]=[CH:10][C:9]([Cl:12])=[CH:8][CH:7]=1)[CH2:3][CH2:4][OH:5].[C:13]([O:17][C:18]([NH:20][C:21]1([C:39](O)=[O:40])[CH2:26][CH2:25][N:24]([C:27]2[C:28]3[C:35]([CH:36]4[CH2:38][CH2:37]4)=[CH:34][NH:33][C:29]=3[N:30]=[CH:31][N:32]=2)[CH2:23][CH2:22]1)=[O:19])([CH3:16])([CH3:15])[CH3:14].CCN(C(C)C)C(C)C.F[P-](F)(F)(F)(F)F.N1(OC(N(C)C)=[N+](C)C)C2N=CC=CC=2N=N1. The catalyst class is: 44. Product: [Cl:12][C:9]1[CH:8]=[CH:7][C:6]([C@@H:2]([NH:1][C:39]([C:21]2([NH:20][C:18](=[O:19])[O:17][C:13]([CH3:15])([CH3:14])[CH3:16])[CH2:22][CH2:23][N:24]([C:27]3[C:28]4[C:35]([CH:36]5[CH2:37][CH2:38]5)=[CH:34][NH:33][C:29]=4[N:30]=[CH:31][N:32]=3)[CH2:25][CH2:26]2)=[O:40])[CH2:3][CH2:4][OH:5])=[CH:11][CH:10]=1. (5) Reactant: [Cl:1][C:2]1[CH:7]=[CH:6][C:5]([CH:8]([C:18]2[CH:23]=[CH:22][C:21]([Cl:24])=[CH:20][CH:19]=2)[N:9]2[CH2:14][CH2:13][N:12]([C:15](Cl)=[O:16])[CH2:11][CH2:10]2)=[CH:4][CH:3]=1.[OH:25][N:26]1[C:30](=[O:31])[CH2:29][NH:28][C:27]1=[O:32].CN(C=O)C. Product: [Cl:1][C:2]1[CH:3]=[CH:4][C:5]([CH:8]([C:18]2[CH:19]=[CH:20][C:21]([Cl:24])=[CH:22][CH:23]=2)[N:9]2[CH2:14][CH2:13][N:12]([C:15]([O:25][N:26]3[C:30](=[O:31])[CH2:29][NH:28][C:27]3=[O:32])=[O:16])[CH2:11][CH2:10]2)=[CH:6][CH:7]=1. The catalyst class is: 2. (6) Reactant: C([O:8][C:9]([CH:22]1[CH2:26][CH2:25][CH2:24][CH2:23]1)([CH2:12][C:13]1[O:18][C:17]([CH3:20])([CH3:19])[O:16][C:15](=[O:21])[CH:14]=1)[C:10]#[CH:11])(=O)C(OCC)=O.C([O-])([O-])=O.[K+].[K+].Cl. Product: [CH:22]1([C:9]([OH:8])([C:10]#[CH:11])[CH2:12][C:13]2[O:18][C:17]([CH3:20])([CH3:19])[O:16][C:15](=[O:21])[CH:14]=2)[CH2:26][CH2:25][CH2:24][CH2:23]1. The catalyst class is: 5. (7) Reactant: CC(C)([O-])C.[K+].C1COCC1.[OH:12][C:13]1[CH:14]=[N:15][CH:16]=[CH:17][CH:18]=1.I[C:20]1[CH:27]=[CH:26][C:23]([C:24]#[N:25])=[CH:22][CH:21]=1. Product: [N:15]1[CH:16]=[CH:17][CH:18]=[C:13]([O:12][C:20]2[CH:27]=[CH:26][C:23]([C:24]#[N:25])=[CH:22][CH:21]=2)[CH:14]=1. The catalyst class is: 3. (8) Reactant: [O:1]=[C:2]1[CH2:5][CH:4]([C:6]([O:8][CH2:9][C:10]2[CH:15]=[CH:14][CH:13]=[CH:12][CH:11]=2)=[O:7])[CH2:3]1.[CH3:16][Mg]Br. Product: [OH:1][C:2]1([CH3:16])[CH2:5][CH:4]([C:6]([O:8][CH2:9][C:10]2[CH:11]=[CH:12][CH:13]=[CH:14][CH:15]=2)=[O:7])[CH2:3]1. The catalyst class is: 1. (9) Reactant: [CH3:1][C:2]1[CH:11]=[CH:10][C:9]2[C:4](=[CH:5][CH:6]=[C:7]([OH:12])[CH:8]=2)[N:3]=1.N1C=CN=C1.[CH3:18][C:19]([Si:22](Cl)([CH3:24])[CH3:23])([CH3:21])[CH3:20]. Product: [Si:22]([O:12][C:7]1[CH:8]=[C:9]2[C:4](=[CH:5][CH:6]=1)[N:3]=[C:2]([CH3:1])[CH:11]=[CH:10]2)([C:19]([CH3:21])([CH3:20])[CH3:18])([CH3:24])[CH3:23]. The catalyst class is: 39.